Dataset: Full USPTO retrosynthesis dataset with 1.9M reactions from patents (1976-2016). Task: Predict the reactants needed to synthesize the given product. (1) Given the product [ClH:45].[NH2:8][C:9]1([C:42]([OH:44])=[O:43])[CH2:10][CH2:11][N:12]([C:15]2[N:16]=[CH:17][C:18]([C:21]3[CH:22]=[C:23]([C:36]4[CH:41]=[CH:40][CH:39]=[CH:38][N:37]=4)[C:24]4[S:28][C:27]([NH:29][C:30]([NH:32][CH2:33][CH3:34])=[O:31])=[N:26][C:25]=4[CH:35]=3)=[CH:19][N:20]=2)[CH2:13][CH2:14]1, predict the reactants needed to synthesize it. The reactants are: C(OC([NH:8][C:9]1([C:42]([OH:44])=[O:43])[CH2:14][CH2:13][N:12]([C:15]2[N:20]=[CH:19][C:18]([C:21]3[CH:22]=[C:23]([C:36]4[CH:41]=[CH:40][CH:39]=[CH:38][N:37]=4)[C:24]4[S:28][C:27]([NH:29][C:30]([NH:32][CH2:33][CH3:34])=[O:31])=[N:26][C:25]=4[CH:35]=3)=[CH:17][N:16]=2)[CH2:11][CH2:10]1)=O)(C)(C)C.[ClH:45].O1CCOCC1. (2) Given the product [CH3:17][O:5][C:4](=[O:6])[C:3]1[CH:7]=[CH:8][CH:9]=[C:10]([OH:11])[C:2]=1[OH:1], predict the reactants needed to synthesize it. The reactants are: [OH:1][C:2]1[C:10]([OH:11])=[CH:9][CH:8]=[CH:7][C:3]=1[C:4]([OH:6])=[O:5].S(=O)(=O)(O)O.[CH3:17]O. (3) Given the product [NH2:1][C:2]1[N:7]=[CH:6][N:5]=[C:4]2[N:8]([CH2:19][C:20]3[O:21][C:22]4[C:27]([C:28](=[O:36])[C:29]=3[C:30]3[CH:31]=[CH:32][CH:33]=[CH:34][CH:35]=3)=[CH:26][CH:25]=[CH:24][CH:23]=4)[N:9]=[C:10]([C:11]3[CH:16]=[CH:15][CH:14]=[C:13]([OH:17])[CH:12]=3)[C:3]=12, predict the reactants needed to synthesize it. The reactants are: [NH2:1][C:2]1[N:7]=[CH:6][N:5]=[C:4]2[N:8]([CH2:19][C:20]3[O:21][C:22]4[C:27]([C:28](=[O:36])[C:29]=3[C:30]3[CH:35]=[CH:34][CH:33]=[CH:32][CH:31]=3)=[CH:26][CH:25]=[CH:24][CH:23]=4)[N:9]=[C:10]([C:11]3[CH:16]=[CH:15][CH:14]=[C:13]([O:17]C)[CH:12]=3)[C:3]=12. (4) Given the product [CH3:20][O:21][C:22]([C:24]1([C:28]2[CH:29]=[CH:30][C:31]([NH:34][C:9]3[N:8]=[C:7]([N:5]([C:1]([CH3:4])([CH3:3])[CH3:2])[CH3:6])[CH:12]=[C:11]([C:13]4[CH:18]=[CH:17][CH:16]=[CH:15][CH:14]=4)[N:10]=3)=[CH:32][CH:33]=2)[CH2:25][CH2:26][CH2:27]1)=[O:23], predict the reactants needed to synthesize it. The reactants are: [C:1]([N:5]([C:7]1[CH:12]=[C:11]([C:13]2[CH:18]=[CH:17][CH:16]=[CH:15][CH:14]=2)[N:10]=[C:9](Cl)[N:8]=1)[CH3:6])([CH3:4])([CH3:3])[CH3:2].[CH3:20][O:21][C:22]([C:24]1([C:28]2[CH:33]=[CH:32][C:31]([NH2:34])=[CH:30][CH:29]=2)[CH2:27][CH2:26][CH2:25]1)=[O:23].CC(C)([O-])C.[Na+]. (5) Given the product [Cl:27][C:25]1[CH:26]=[C:21]([C:15]2[C:14]3[N:28]([CH2:29][C@H:30]4[CH2:35][CH2:34][C@H:33]([CH3:36])[CH2:32][CH2:31]4)[C:11]([N:6]([CH3:7])[CH2:5][C:4]([F:9])([F:8])[F:3])=[N:12][C:13]=3[CH:18]=[C:17]([C:19]#[N:20])[N:16]=2)[CH:22]=[N:23][CH:24]=1, predict the reactants needed to synthesize it. The reactants are: [F-].[Cs+].[F:3][C:4]([F:9])([F:8])[CH2:5][NH:6][CH3:7].Br[C:11]1[N:28]([CH2:29][C@H:30]2[CH2:35][CH2:34][C@H:33]([CH3:36])[CH2:32][CH2:31]2)[C:14]2[C:15]([C:21]3[CH:22]=[N:23][CH:24]=[C:25]([Cl:27])[CH:26]=3)=[N:16][C:17]([C:19]#[N:20])=[CH:18][C:13]=2[N:12]=1.